Dataset: Reaction yield outcomes from USPTO patents with 853,638 reactions. Task: Predict the reaction yield, written as a fraction of the theoretical maximum amount of product (1.0 means a 100% yield; for example, 0.34 means a 34% yield). (1) The reactants are [NH:1]([C:8]1[N:9]([C:21]2[CH:26]=[CH:25][CH:24]=[CH:23][CH:22]=2)[C:10]2[C:15]([C:16](=[O:18])[CH:17]=1)=[CH:14][C:13](Br)=[C:12]([CH3:20])[N:11]=2)[C:2]1[CH:7]=[CH:6][CH:5]=[CH:4][CH:3]=1.C1C=CC(P(C2C=CC=CC=2)C2C=CC=CC=2)=CC=1.[C:46]([O:50][CH3:51])(=[O:49])[CH:47]=[CH2:48]. The catalyst is CN(C=O)C.CC([O-])=O.CC([O-])=O.[Pd+2]. The product is [NH:1]([C:8]1[N:9]([C:21]2[CH:26]=[CH:25][CH:24]=[CH:23][CH:22]=2)[C:10]2[N:11]=[C:12]([CH3:20])[C:13](/[CH:48]=[CH:47]/[C:46]([O:50][CH3:51])=[O:49])=[CH:14][C:15]=2[C:16](=[O:18])[CH:17]=1)[C:2]1[CH:7]=[CH:6][CH:5]=[CH:4][CH:3]=1. The yield is 0.240. (2) The reactants are [CH3:1][C:2]1([CH3:22])[C:7]2[CH:8]=[C:9]([C:12]3[CH:13]=[C:14]([CH:17]=[C:18]([F:20])[CH:19]=3)[C:15]#[N:16])[CH:10]=[CH:11][C:6]=2[NH:5][C:4](=[O:21])[O:3]1.C([O-])(=O)C.[Na+].[Br:28]Br. The catalyst is C(O)(=O)C. The product is [Br:28][C:11]1[C:6]2[NH:5][C:4](=[O:21])[O:3][C:2]([CH3:22])([CH3:1])[C:7]=2[CH:8]=[C:9]([C:12]2[CH:13]=[C:14]([CH:17]=[C:18]([F:20])[CH:19]=2)[C:15]#[N:16])[CH:10]=1. The yield is 0.750.